Task: Predict the product of the given reaction.. Dataset: Forward reaction prediction with 1.9M reactions from USPTO patents (1976-2016) (1) Given the reactants [CH2:1]([NH:8][C:9]1[C:14]([N+:15]([O-:17])=[O:16])=[C:13]([NH:18][CH2:19][C:20]2[CH:25]=[CH:24][CH:23]=[CH:22][CH:21]=2)[CH:12]=[C:11]([CH2:26][CH2:27][NH:28][CH2:29][CH2:30][O:31][CH3:32])[N:10]=1)[C:2]1[CH:7]=[CH:6][CH:5]=[CH:4][CH:3]=1.[CH3:33][C:34]([O:37][C:38](O[C:38]([O:37][C:34]([CH3:36])([CH3:35])[CH3:33])=[O:39])=[O:39])([CH3:36])[CH3:35], predict the reaction product. The product is: [C:34]([O:37][C:38](=[O:39])[N:28]([CH2:27][CH2:26][C:11]1[CH:12]=[C:13]([NH:18][CH2:19][C:20]2[CH:21]=[CH:22][CH:23]=[CH:24][CH:25]=2)[C:14]([N+:15]([O-:17])=[O:16])=[C:9]([NH:8][CH2:1][C:2]2[CH:7]=[CH:6][CH:5]=[CH:4][CH:3]=2)[N:10]=1)[CH2:29][CH2:30][O:31][CH3:32])([CH3:36])([CH3:35])[CH3:33]. (2) Given the reactants [OH:1][CH2:2][C:3]([C:5]1[CH:6]=[C:7]2[C:12](=[CH:13][CH:14]=1)[CH:11]([NH:15][C:16](=[O:39])[CH2:17][CH:18]([C:33]1[CH:38]=[CH:37][CH:36]=[CH:35][CH:34]=1)[NH:19][S:20]([C:23]1[CH:28]=[CH:27][CH:26]=[C:25]([C:29]([F:32])([F:31])[F:30])[CH:24]=1)(=[O:22])=[O:21])[CH2:10][CH2:9][CH2:8]2)=[CH2:4].CCN(CC)CC.[CH3:47][S:48](Cl)(=[O:50])=[O:49], predict the reaction product. The product is: [C:33]1([CH:18]([NH:19][S:20]([C:23]2[CH:28]=[CH:27][CH:26]=[C:25]([C:29]([F:30])([F:31])[F:32])[CH:24]=2)(=[O:22])=[O:21])[CH2:17][C:16]([NH:15][CH:11]2[CH2:10][CH2:9][CH2:8][C:7]3[CH:6]=[C:5]([C:3](=[CH2:4])[CH2:2][O:1][S:48]([CH3:47])(=[O:50])=[O:49])[CH:14]=[CH:13][C:12]2=3)=[O:39])[CH:38]=[CH:37][CH:36]=[CH:35][CH:34]=1. (3) Given the reactants [OH:1][CH2:2][N:3]1[C:7](=[O:8])[C:6]([C:15]2[CH:20]=[CH:19][CH:18]=[CH:17][CH:16]=2)([C:9]2[CH:14]=[CH:13][CH:12]=[CH:11][CH:10]=2)[NH:5][C:4]1=[O:21].N1C=CC=CC=1.C(Br)(Br)(Br)Br.[P:33]([O:42]CC=C)([O:38][CH2:39][CH:40]=[CH2:41])[O:34][CH2:35][CH:36]=[CH2:37], predict the reaction product. The product is: [CH2:35]([O:34][P:33](=[O:42])([O:38][CH2:39][CH:40]=[CH2:41])[O:1][CH2:2][N:3]1[C:7](=[O:8])[C:6]([C:15]2[CH:16]=[CH:17][CH:18]=[CH:19][CH:20]=2)([C:9]2[CH:14]=[CH:13][CH:12]=[CH:11][CH:10]=2)[NH:5][C:4]1=[O:21])[CH:36]=[CH2:37]. (4) The product is: [CH3:10][C:8]([O:17][CH3:16])([CH3:1])[CH3:9].[CH3:27][CH2:26][O:25][C:22]([CH3:23])=[O:24]. Given the reactants [C@:1]12(CS([O-])(=O)=O)[C:8]([CH3:10])([CH3:9])C(CC1)CC2=O.[C:16](=O)([O-])[O-:17].[K+].[K+].[C:22]([O:25][CH2:26][CH3:27])(=[O:24])[CH3:23], predict the reaction product.